This data is from Reaction yield outcomes from USPTO patents with 853,638 reactions. The task is: Predict the reaction yield, written as a fraction of the theoretical maximum amount of product (1.0 means a 100% yield; for example, 0.34 means a 34% yield). (1) The reactants are [C:1]([C:5]1[CH:10]=[C:9]([F:11])[C:8]([N+:12]([O-])=O)=[CH:7][C:6]=1[OH:15])([CH3:4])([CH3:3])[CH3:2].C([O-])=O.[NH4+]. The catalyst is CCO.[Pd]. The product is [C:1]([C:5]1[CH:10]=[C:9]([F:11])[C:8]([NH2:12])=[CH:7][C:6]=1[OH:15])([CH3:4])([CH3:2])[CH3:3]. The yield is 0.830. (2) The reactants are [CH3:1][C:2]1[N:7]=[C:6]([S:8][CH2:9][C:10]2[CH:11]=[N:12][CH:13]=[CH:14][C:15]=2[C:16]([F:19])([F:18])[F:17])[N:5]=[C:4]([OH:20])[CH:3]=1.[ClH:21].O1CCOCC1. The catalyst is CO. The product is [ClH:21].[CH3:1][C:2]1[N:7]=[C:6]([S:8][CH2:9][C:10]2[CH:11]=[N:12][CH:13]=[CH:14][C:15]=2[C:16]([F:19])([F:18])[F:17])[N:5]=[C:4]([OH:20])[CH:3]=1. The yield is 0.880. (3) The yield is 0.870. The product is [OH:7][NH:6][C:4](=[O:5])[C:3]([CH3:2])([S:31]([CH3:34])(=[O:33])=[O:32])[CH2:14][CH2:15][C:16]1[CH:17]=[CH:18][C:19]([C:22]2[CH:27]=[CH:26][C:25]([N+:28]([O-:30])=[O:29])=[CH:24][CH:23]=2)=[CH:20][CH:21]=1. The catalyst is O1CCOCC1.C(Cl)Cl. The reactants are Cl.[CH3:2][C:3]([S:31]([CH3:34])(=[O:33])=[O:32])([CH2:14][CH2:15][C:16]1[CH:21]=[CH:20][C:19]([C:22]2[CH:27]=[CH:26][C:25]([N+:28]([O-:30])=[O:29])=[CH:24][CH:23]=2)=[CH:18][CH:17]=1)[C:4]([NH:6][O:7]C1CCCCO1)=[O:5]. (4) The reactants are [CH:1]1[CH:14]=[C:13]2[C:4]([C:5]3[C:10]([C:11](=[O:15])[NH:12]2)=[CH:9][CH:8]=[C:7]2[CH:16]=[CH:17][CH:18]=[CH:19][C:6]=32)=[C:3]2[CH:20]=[CH:21][CH:22]=[CH:23][C:2]=12.[Li]CCCC.[CH3:29][C:30]([O:33][C:34](O[C:34]([O:33][C:30]([CH3:32])([CH3:31])[CH3:29])=[O:35])=[O:35])([CH3:32])[CH3:31].[Cl-].[NH4+]. The catalyst is C1COCC1. The product is [O:15]=[C:11]1[C:10]2[C:5](=[C:6]3[CH:19]=[CH:18][CH:17]=[CH:16][C:7]3=[CH:8][CH:9]=2)[C:4]2[C:13](=[CH:14][CH:1]=[C:2]3[CH:23]=[CH:22][CH:21]=[CH:20][C:3]3=2)[N:12]1[C:34]([O:33][C:30]([CH3:32])([CH3:31])[CH3:29])=[O:35]. The yield is 0.780.